This data is from Full USPTO retrosynthesis dataset with 1.9M reactions from patents (1976-2016). The task is: Predict the reactants needed to synthesize the given product. (1) Given the product [F:28][C:25]1[CH:26]=[C:27]2[C:22](=[CH:23][CH:24]=1)[N:21]([CH2:29][CH2:30][CH2:31][O:32][C:33]1[C:42]3[C:37](=[CH:38][CH:39]=[CH:40][CH:41]=3)[CH:36]=[CH:35][CH:34]=1)[C:20]([C:43]([OH:45])=[O:44])=[C:19]2[C:5]1[C:4]([CH3:17])=[N:3][N:2]([CH3:1])[C:6]=1[CH3:7], predict the reactants needed to synthesize it. The reactants are: [CH3:1][N:2]1[C:6]([CH3:7])=[C:5](B2OC(C)(C)C(C)(C)O2)[C:4]([CH3:17])=[N:3]1.Br[C:19]1[C:27]2[C:22](=[CH:23][CH:24]=[C:25]([F:28])[CH:26]=2)[N:21]([CH2:29][CH2:30][CH2:31][O:32][C:33]2[C:42]3[C:37](=[CH:38][CH:39]=[CH:40][CH:41]=3)[CH:36]=[CH:35][CH:34]=2)[C:20]=1[C:43]([O:45]CC)=[O:44].C1(P(C2CCCCC2)C2C=CC=CC=2C2C(OC)=CC=CC=2OC)CCCCC1.[O-]P([O-])([O-])=O.[K+].[K+].[K+]. (2) Given the product [CH3:31][N:32]([CH3:36])[CH2:33][CH2:34][NH:35][C:26]([C:22]1[C:23]2[C:18](=[N:17][C:16]3[C:25]([N:24]=2)=[C:12]2[CH:11]=[CH:10][CH:9]=[C:8]([O:7][CH2:6][C:5]4[CH:4]=[CH:3][C:2]([Cl:1])=[CH:30][CH:29]=4)[C:13]2=[CH:14][CH:15]=3)[CH:19]=[CH:20][CH:21]=1)=[O:28], predict the reactants needed to synthesize it. The reactants are: [Cl:1][C:2]1[CH:30]=[CH:29][C:5]([CH2:6][O:7][C:8]2[C:13]3=[CH:14][CH:15]=[C:16]4[C:25]([N:24]=[C:23]5[C:18]([CH:19]=[CH:20][CH:21]=[C:22]5[C:26]([OH:28])=O)=[N:17]4)=[C:12]3[CH:11]=[CH:10][CH:9]=2)=[CH:4][CH:3]=1.[CH3:31][N:32]([CH3:36])[CH2:33][CH2:34][NH2:35].